From a dataset of Full USPTO retrosynthesis dataset with 1.9M reactions from patents (1976-2016). Predict the reactants needed to synthesize the given product. (1) The reactants are: [Br:1][C:2]1[CH:3]=[C:4]2[NH:10][CH:9]=[CH:8][C:5]2=[N:6][CH:7]=1.[H-].[Na+].Cl[CH:14]([C:16]1[CH:21]=[CH:20][CH:19]=[CH:18][N:17]=1)[CH3:15].[Cl-].[NH4+]. Given the product [Br:1][C:2]1[CH:3]=[C:4]2[N:10]([CH:14]([C:16]3[CH:21]=[CH:20][CH:19]=[CH:18][N:17]=3)[CH3:15])[CH:9]=[CH:8][C:5]2=[N:6][CH:7]=1, predict the reactants needed to synthesize it. (2) Given the product [CH2:10]([N:1]1[CH2:6][CH2:5][CH2:4][CH2:3][C:2]1=[O:7])[C:11]1[CH:16]=[CH:15][CH:14]=[CH:13][CH:12]=1, predict the reactants needed to synthesize it. The reactants are: [NH:1]1[CH2:6][CH2:5][CH2:4][CH2:3][C:2]1=[O:7].[H-].[Na+].[CH2:10](Br)[C:11]1[CH:16]=[CH:15][CH:14]=[CH:13][CH:12]=1.O. (3) Given the product [CH3:1][C:2]1[CH:9]=[C:8]([CH3:10])[CH:7]=[CH:6][C:3]=1[CH:4]=[CH:12][C:13]([OH:15])=[O:14], predict the reactants needed to synthesize it. The reactants are: [CH3:1][C:2]1[CH:9]=[C:8]([CH3:10])[CH:7]=[CH:6][C:3]=1[CH:4]=O.C(O)(=O)[CH2:12][C:13]([OH:15])=[O:14]. (4) Given the product [N:27]1([CH2:11][CH2:10][C@H:9]([N:13]2[CH2:17][CH2:16][C@H:15]([NH:18][C:19](=[O:25])[O:20][C:21]([CH3:23])([CH3:22])[CH3:24])[C:14]2=[O:26])[C:7]([N:1]2[CH2:2][CH2:3][O:4][CH2:5][CH2:6]2)=[O:8])[CH2:32][CH2:31][O:30][CH2:29][CH2:28]1, predict the reactants needed to synthesize it. The reactants are: [N:1]1([C:7]([C@@H:9]([N:13]2[CH2:17][CH2:16][C@H:15]([NH:18][C:19](=[O:25])[O:20][C:21]([CH3:24])([CH3:23])[CH3:22])[C:14]2=[O:26])[CH2:10][CH:11]=O)=[O:8])[CH2:6][CH2:5][O:4][CH2:3][CH2:2]1.[NH:27]1[CH2:32][CH2:31][O:30][CH2:29][CH2:28]1. (5) Given the product [NH:14]1[C:15]2[C:20](=[CH:19][CH:18]=[CH:17][CH:16]=2)[CH2:21][CH:13]1[C:10]1[NH:9][C:8]2[CH:7]=[CH:6][CH:5]=[C:4]([C:1]([NH2:2])=[O:3])[C:12]=2[N:11]=1, predict the reactants needed to synthesize it. The reactants are: [C:1]([C:4]1[C:12]2[N:11]=[C:10]([CH:13]3[CH2:21][C:20]4[C:15](=[CH:16][CH:17]=[CH:18][CH:19]=4)[N:14]3C(OCC3C=CC=CC=3)=O)[NH:9][C:8]=2[CH:7]=[CH:6][CH:5]=1)(=[O:3])[NH2:2]. (6) Given the product [CH:16]([N:14]([CH3:15])[C:12]1[C:11]([C:19]([F:22])([F:21])[F:20])=[CH:10][C:9]2[NH:23][C:24](=[O:36])[CH2:25][C:26]([C:28]3[CH:33]=[CH:32][N:31]=[C:30]([C:34]#[N:35])[CH:29]=3)=[N:7][C:8]=2[CH:13]=1)([CH3:17])[CH3:18], predict the reactants needed to synthesize it. The reactants are: C(OC(=O)[NH:7][C:8]1[CH:13]=[C:12]([N:14]([CH:16]([CH3:18])[CH3:17])[CH3:15])[C:11]([C:19]([F:22])([F:21])[F:20])=[CH:10][C:9]=1[NH:23][C:24](=[O:36])[CH2:25][C:26]([C:28]1[CH:33]=[CH:32][N:31]=[C:30]([C:34]#[N:35])[CH:29]=1)=O)(C)(C)C.C(O)(C(F)(F)F)=O.